This data is from Catalyst prediction with 721,799 reactions and 888 catalyst types from USPTO. The task is: Predict which catalyst facilitates the given reaction. Product: [CH3:16][C:13]1([CH3:15])[C:12]([CH3:17])([CH3:18])[O:11][B:10]([C:20]2[CH:32]=[CH:31][C:23]([CH:24]=[CH:25][C:26]([O:28][CH2:29][CH3:30])=[O:27])=[CH:22][CH:21]=2)[O:14]1. Reactant: [B:10]1([B:10]2[O:14][C:13]([CH3:16])([CH3:15])[C:12]([CH3:18])([CH3:17])[O:11]2)[O:14][C:13]([CH3:16])([CH3:15])[C:12]([CH3:18])([CH3:17])[O:11]1.Br[C:20]1[CH:32]=[CH:31][C:23]([CH:24]=[CH:25][C:26]([O:28][CH2:29][CH3:30])=[O:27])=[CH:22][CH:21]=1.C([O-])(=O)C.[K+].O. The catalyst class is: 423.